Task: Regression/Classification. Given a drug SMILES string, predict its absorption, distribution, metabolism, or excretion properties. Task type varies by dataset: regression for continuous measurements (e.g., permeability, clearance, half-life) or binary classification for categorical outcomes (e.g., BBB penetration, CYP inhibition). Dataset: cyp2d6_veith.. Dataset: CYP2D6 inhibition data for predicting drug metabolism from PubChem BioAssay (1) The compound is CN(C)CCC(C#N)(c1ccccc1)c1ccccc1. The result is 1 (inhibitor). (2) The molecule is COc1cccc(Cn2c(=O)c(-c3cc(F)cc(F)c3)nc3cncnc32)c1. The result is 0 (non-inhibitor). (3) The compound is Cn1nc(C(F)(F)F)c(/C=N/OC(=O)c2ccc(Cl)cc2)c1Cl. The result is 1 (inhibitor). (4) The compound is CC1Cc2ccccc2N1C(=O)Cn1cc([N+](=O)[O-])cn1. The result is 0 (non-inhibitor). (5) The drug is O=C(Oc1ccccc1)N1CCC2(CCN(Cc3nccs3)CC2)CC1. The result is 0 (non-inhibitor). (6) The drug is N#C/C(=C\c1ccc(N2CCCC2)c([N+](=O)[O-])c1)c1nc2ccccc2[nH]1. The result is 1 (inhibitor).